Dataset: Catalyst prediction with 721,799 reactions and 888 catalyst types from USPTO. Task: Predict which catalyst facilitates the given reaction. (1) Reactant: [CH:1]([Mg]Br)([CH3:3])[CH3:2].[N:6]1[CH:11]=[CH:10][CH:9]=[C:8]([CH:12]=[O:13])[CH:7]=1. Product: [OH:13][CH:12]([C:8]1[CH:7]=[N:6][CH:11]=[CH:10][CH:9]=1)[CH:1]([CH3:3])[CH3:2]. The catalyst class is: 7. (2) Reactant: [CH2:1]([O:3][P:4]([CH2:9]CO)(=[O:8])[O:5][CH2:6][CH3:7])[CH3:2].N1C(C)=CC=CC=1C.[F:20][C:21]([F:34])([F:33])[S:22]([O:25]S(C(F)(F)F)(=O)=O)(=[O:24])=[O:23]. Product: [F:20][C:21]([F:34])([F:33])[S:22]([O:25][CH2:9][P:4]([O:3][CH2:1][CH3:2])([O:5][CH2:6][CH3:7])=[O:8])(=[O:24])=[O:23]. The catalyst class is: 268.